This data is from Reaction yield outcomes from USPTO patents with 853,638 reactions. The task is: Predict the reaction yield, written as a fraction of the theoretical maximum amount of product (1.0 means a 100% yield; for example, 0.34 means a 34% yield). (1) The reactants are C(Cl)(=O)C.CO.C(OC(=O)[NH:13][C:14]([CH3:44])([CH3:43])[C:15]([N:17]1[CH2:22][CH2:21][N:20]([C:23]2[CH:24]=[N:25][C:26]3[C:31]([CH:32]=2)=[N:30][C:29]([C:33]2[CH:34]=[CH:35][C:36]4[O:40][C:39]([NH2:41])=[N:38][C:37]=4[CH:42]=2)=[CH:28][CH:27]=3)[CH2:19][CH2:18]1)=[O:16])(C)(C)C.C([O-])([O-])=O.[Na+].[Na+]. The catalyst is O. The product is [NH2:13][C:14]([CH3:44])([CH3:43])[C:15]([N:17]1[CH2:22][CH2:21][N:20]([C:23]2[CH:24]=[N:25][C:26]3[C:31]([CH:32]=2)=[N:30][C:29]([C:33]2[CH:34]=[CH:35][C:36]4[O:40][C:39]([NH2:41])=[N:38][C:37]=4[CH:42]=2)=[CH:28][CH:27]=3)[CH2:19][CH2:18]1)=[O:16]. The yield is 0.623. (2) The reactants are N(C(C)C)[CH:2](C)C.[Li]CCCC.[CH3:13][O:14][C:15]([CH:17]1[CH2:26][CH2:25][C:24]2[C:19](=[C:20]([O:27][CH3:28])[CH:21]=[CH:22][CH:23]=2)[CH2:18]1)=[O:16].CI.[NH4+].[Cl-]. The catalyst is C1COCC1.CN(P(N(C)C)(N(C)C)=O)C. The product is [CH3:13][O:14][C:15]([C:17]1([CH3:2])[CH2:26][CH2:25][C:24]2[C:19](=[C:20]([O:27][CH3:28])[CH:21]=[CH:22][CH:23]=2)[CH2:18]1)=[O:16]. The yield is 0.840. (3) The reactants are Cl.[Br:2][C:3]1[CH:4]=[C:5]([CH:8]=[CH:9][C:10]=1[F:11])[CH2:6][NH2:7].[C:12](O[C:12]([C:14]([F:17])([F:16])[F:15])=[O:13])([C:14]([F:17])([F:16])[F:15])=[O:13]. The catalyst is CCOC(C)=O. The product is [Br:2][C:3]1[CH:4]=[C:5]([CH:8]=[CH:9][C:10]=1[F:11])[CH2:6][NH:7][C:12](=[O:13])[C:14]([F:17])([F:16])[F:15]. The yield is 0.770. (4) The reactants are [C:9](O[C:9]([O:11][C:12]([CH3:15])([CH3:14])[CH3:13])=[O:10])([O:11][C:12]([CH3:15])([CH3:14])[CH3:13])=[O:10].[NH2:16][CH:17]([C:22]1[CH:27]=[CH:26][C:25]([Cl:28])=[CH:24][CH:23]=1)[CH2:18][CH2:19][CH2:20][OH:21]. The catalyst is C(Cl)Cl. The product is [Cl:28][C:25]1[CH:24]=[CH:23][C:22]([CH:17]([NH:16][C:9](=[O:10])[O:11][C:12]([CH3:13])([CH3:14])[CH3:15])[CH2:18][CH2:19][CH2:20][OH:21])=[CH:27][CH:26]=1. The yield is 0.870. (5) The yield is 1.00. The reactants are FC(F)(F)C(O)=O.[C:8]([C:10]1[CH:11]=[C:12]([CH:25]=[CH:26][CH:27]=1)[O:13][CH:14]1[CH2:17][N:16](C(OC(C)(C)C)=O)[CH2:15]1)#[N:9]. The catalyst is ClCCl. The product is [NH:16]1[CH2:15][CH:14]([O:13][C:12]2[CH:11]=[C:10]([CH:27]=[CH:26][CH:25]=2)[C:8]#[N:9])[CH2:17]1. (6) The reactants are C[O:2][C:3](=[O:27])[C:4]1[C:9]([O:10]C(=O)C)=[C:8]([O:14][CH2:15][C:16]2[CH:21]=[CH:20][CH:19]=[CH:18][CH:17]=2)[C:7]([CH2:22][O:23]C(=O)C)=[N:6][CH:5]=1.[OH-].[Na+].C(OCC)C.Cl. The catalyst is CO. The product is [CH2:15]([O:14][C:8]1[C:7]([CH2:22][OH:23])=[N:6][CH:5]=[C:4]([C:9]=1[OH:10])[C:3]([OH:27])=[O:2])[C:16]1[CH:17]=[CH:18][CH:19]=[CH:20][CH:21]=1. The yield is 0.680. (7) The reactants are [N+:1]([C:4]1[CH:5]=[CH:6][C:7]([NH:10][C:11]([N:13]2[CH2:17][CH2:16][CH2:15][CH2:14]2)=[O:12])=[N:8][CH:9]=1)([O-])=O. The catalyst is CO.[Pd]. The product is [NH2:1][C:4]1[CH:5]=[CH:6][C:7]([NH:10][C:11]([N:13]2[CH2:17][CH2:16][CH2:15][CH2:14]2)=[O:12])=[N:8][CH:9]=1. The yield is 1.00. (8) The reactants are [OH:1][CH2:2][C:3]1[CH:8]=[CH:7][C:6]([NH:9][C:10](=[O:13])[CH:11]=[CH2:12])=[CH:5][CH:4]=1.[OH:14][C:15]([C:32]1[S:33][CH:34]=[CH:35][CH:36]=1)([C:27]1[S:28][CH:29]=[CH:30][CH:31]=1)[C:16]([O:18][C@H:19]1[CH2:24][CH2:23][C@H:22]([NH:25][CH3:26])[CH2:21][CH2:20]1)=[O:17]. The catalyst is O1CCCC1. The product is [OH:14][C:15]([C:27]1[S:28][CH:29]=[CH:30][CH:31]=1)([C:32]1[S:33][CH:34]=[CH:35][CH:36]=1)[C:16]([O:18][C@H:19]1[CH2:20][CH2:21][C@H:22]([N:25]([CH2:12][CH2:11][C:10]([NH:9][C:6]2[CH:5]=[CH:4][C:3]([CH2:2][OH:1])=[CH:8][CH:7]=2)=[O:13])[CH3:26])[CH2:23][CH2:24]1)=[O:17]. The yield is 0.340. (9) The product is [Cl:39][C:36]1[CH:35]=[CH:34][C:33]([CH2:32][N:17]2[C:18]([NH:20][C:21]3[CH:26]=[CH:25][C:24]([O:27][CH:28]([CH3:30])[CH3:29])=[C:23]([F:31])[CH:22]=3)=[N:19][C:14]([O:10][CH2:9][CH2:8][O:7][CH:2]3[CH2:3][CH2:4][CH2:5][CH2:6][O:1]3)=[N:15][C:16]2=[O:40])=[CH:38][CH:37]=1. The catalyst is C1COCC1. The yield is 0.620. The reactants are [O:1]1[CH2:6][CH2:5][CH2:4][CH2:3][CH:2]1[O:7][CH2:8][CH2:9][OH:10].[H-].[Na+].Cl[C:14]1[N:19]=[C:18]([NH:20][C:21]2[CH:26]=[CH:25][C:24]([O:27][CH:28]([CH3:30])[CH3:29])=[C:23]([F:31])[CH:22]=2)[N:17]([CH2:32][C:33]2[CH:38]=[CH:37][C:36]([Cl:39])=[CH:35][CH:34]=2)[C:16](=[O:40])[N:15]=1.[Cl-].[NH4+]. (10) The reactants are [F:1][C:2]([F:20])([F:19])[C:3]1[CH:4]=[C:5]([C:9]2[CH:10]=[C:11]([CH:16]=[CH:17][N:18]=2)[C:12]([O:14][CH3:15])=[O:13])[CH:6]=[CH:7][CH:8]=1. The catalyst is C(O)(=O)C.[Pt](=O)=O. The product is [F:19][C:2]([F:1])([F:20])[C:3]1[CH:4]=[C:5]([CH:9]2[CH2:10][CH:11]([C:12]([O:14][CH3:15])=[O:13])[CH2:16][CH2:17][NH:18]2)[CH:6]=[CH:7][CH:8]=1. The yield is 0.520.